This data is from Experimentally validated miRNA-target interactions with 360,000+ pairs, plus equal number of negative samples. The task is: Binary Classification. Given a miRNA mature sequence and a target amino acid sequence, predict their likelihood of interaction. (1) The miRNA is mmu-miR-344b-3p with sequence CAUUUAGCCAAAGCCUGACUGU. The protein sequence of the target gene is MSYAEKPDEITKDEWMEKLNNLHVQRADMNRLIMNYLVTEGFKEAAEKFRMESGIEPSVDLETLDERIKIREMILKGQIQEAIALINSLHPELLDTNRYLYFHLQQQHLIELIRQRETEAALEFAQTQLAEQGEESRECLTEMERTLALLAFDSPEESPFGDLLHTMQRQKVWSEVNQAVLDYENRESTPKLAKLLKLLLWAQNELDQKKVKYPKMTDLSKGVIEEPK. Result: 0 (no interaction). (2) The miRNA is mmu-miR-34a-5p with sequence UGGCAGUGUCUUAGCUGGUUGU. The protein sequence of the target gene is MLLGPGHPLSAPALALALTLALLVRSTAPASFFGENHLEVPVPSALTRVDLLLQFSTSQPEALLLLAAGQDDHLLLQLHSGCLQVRLALGQKELKLQTPADTVLSDSAPHTVVLTVSDSWAVLSVDGVLNTSAPIPRASHLKATYGLFVGSSGSLDLPYLKGISRPLRGCLHSAILNGRNLLRPLTSDVHEGCAEEFSAGDEVGLGFSGPHSLAAFPAWSTREEGTLEFTLTTRSQQAPLAFQAGDKRGNFIYVDIFEGHLRAVVEKGQGTMLLRNSVPVADGQPHEVSVHIDVHRLEIS.... Result: 0 (no interaction). (3) The miRNA is mmu-miR-199b-3p with sequence ACAGUAGUCUGCACAUUGGUUA. The protein sequence of the target gene is MATLIYVDKENGEPGTRVVAKDGLKLGSGPSIKALDGRSQVSTPRFGKTFDAPPALPKATRKALGTVNRATEKSVKTKGPLKQKQPSFSAKKMTEKTVKAKSSVPASDDAYPEIEKFFPFNPLDFESFDLPEEHQIAHLPLSGVPLMILDEERELEKLFQLGPPSPVKMPSPPWESNLLQSPSSILSTLDVELPPVCCDIDI. Result: 0 (no interaction). (4) The miRNA is cel-miR-793 with sequence UGAGGUAUCUUAGUUAGACAGA. The protein sequence of the target gene is MEVKPPPGRPQPDSGRRRRRRGEEGHDPKEPEQLRKLFIGGLSFETTDDSLREHFEKWGTLTDCVVMRDPQTKRSRGFGFVTYSCVEEVDAAMCARPHKVDGRVVEPKRAVSREDSVKPGAHLTVKKIFVGGIKEDTEEYNLRDYFEKYGKIETIEVMEDRQSGKKRGFAFVTFDDHDTVDKIVVQKYHTINGHNCEVKKALSKQEMQSAGSQRGRGGGSGNFMGRGGNFGGGGGNFGRGGNFGGRGGYGGGGGGSRGSYGGGDGGYNGFGGDGGNYGGGPGYSSRGGYGGGGPGYGNQG.... Result: 0 (no interaction). (5) The miRNA is hsa-miR-4488 with sequence AGGGGGCGGGCUCCGGCG. The protein sequence of the target gene is MQTAGALFISPALIRCCTRGLIRPVSASFLNSPVNSSKQPSYSNFPLQVARREFQTSVVSRDIDTAAKFIGAGAATVGVAGSGAGIGTVFGSLIIGYARNPSLKQQLFSYAILGFALSEAMGLFCLMVAFLILFAM. Result: 0 (no interaction). (6) The miRNA is hsa-miR-23a-5p with sequence GGGGUUCCUGGGGAUGGGAUUU. The protein sequence of the target gene is MGRKEEEDCSSWKKQTTNIRKTFIFMEVLGSGAFSEVFLVKQRVTGKLFALKCIKKSPAFRDSSLENEIAVLKRIKHENIVTLEDIYESTTHYYLVMQLVSGGELFDRILERGVYTEKDASLVIQQVLSAVKYLHENGIVHRDLKPENLLYLTPEENSKIMITDFGLSKMEQNGVMSTACGTPGYVAPEVLAQKPYSKAVDCWSIGVITYILLCGYPPFYEETESKLFEKIKEGYYEFESPFWDDISESAKDFICHLLEKDPNERYTCEKALRHPWIDGNTALHRDIYPSVSLQIQKNFA.... Result: 0 (no interaction). (7) The miRNA is hsa-miR-6502-3p with sequence UAGACCAUCUUUCUAGAGUAU. The protein sequence of the target gene is MDYSYLNSYDSCVAAMEASAYGDFGACSQPGGFQYSPLRPAFPAAGPPCPALGSSNCALGALRDHQPAPYSAVPYKFFPEPSGLHEKRKQRRIRTTFTSAQLKELERVFAETHYPDIYTREELALKIDLTEARVQVWFQNRRAKFRKQERAASAKGAAGAAGAKKGEARCSSEDDDSKESTCSPTPDSTASLPPPPAPGLASPRLSPSPLPVALGSGPGPGPGPQPLKGALWAGVAGGGGGGPGAGAAELLKAWQPAESGPGPFSGVLSSFHRKPGPALKTNLF. Result: 0 (no interaction). (8) The miRNA is hsa-miR-149-3p with sequence AGGGAGGGACGGGGGCUGUGC. The protein sequence of the target gene is MVISESMDILFRIRGGLDLAFQLATPNEIFLKKALKHVLSDLSTKLSSNALVFRICHSSVYIWPSSDINTIPGELTDASACKNILRFIQFEPEEDIKRKFMRKKDKKLSDMHQIVNIDLMLEMSTSLAAVTPIIERESGGHHYVNMTLPVDAVISVAPEETWGKVRKLLVDAIHNQLTDMEKCILKYMKGTSIVVPEPLHFLLPGKKNLVTISYPSGIPDGQLQAYRKELHDLFNLPHDRPYFKRSNAYHFPDEPYKDGYIRNPHTYLNPPNMETGMIYVVQGIYGYHHYMQDRIDDNGW.... Result: 0 (no interaction). (9) The miRNA is hsa-miR-7112-3p with sequence UGCAUCACAGCCUUUGGCCCUAG. The protein sequence of the target gene is MVRYSLDPENPTKSCKSRGSNLRVHFKNTRETAQAIKGMHIRKATKYLKDVTLQKQCVPFRRYNGGVGRCAQAKQWGWTQGRWPKKSAEFLLHMLKNAESNAELKGLDVDSLVIEHIQVNKAPKMRRRTYRAHGRINPYMSSPCHIEMILTEKEQIVPKPEEEVAQKKKISQKKLKKQKLMARE. Result: 0 (no interaction).